From a dataset of Reaction yield outcomes from USPTO patents with 853,638 reactions. Predict the reaction yield, written as a fraction of the theoretical maximum amount of product (1.0 means a 100% yield; for example, 0.34 means a 34% yield). (1) The reactants are [NH2:1][C:2]1[C:11]([OH:12])=[CH:10][CH:9]=[CH:8][C:3]=1[C:4]([O:6][CH3:7])=[O:5].[F:13][C:14]([F:25])([F:24])[C:15]1[CH:23]=[CH:22][CH:21]=[CH:20][C:16]=1[C:17](O)=O. The catalyst is O. The product is [F:13][C:14]([F:24])([F:25])[C:15]1[CH:23]=[CH:22][CH:21]=[CH:20][C:16]=1[C:17]1[O:12][C:11]2[C:2](=[C:3]([C:4]([O:6][CH3:7])=[O:5])[CH:8]=[CH:9][CH:10]=2)[N:1]=1. The yield is 0.310. (2) The reactants are Br[C:2]1[CH:21]=[N:20][C:5]2[NH:6][C:7](=[O:19])[CH2:8][N:9]([CH2:11][CH2:12][N:13]3[CH2:18][CH2:17][O:16][CH2:15][CH2:14]3)[CH2:10][C:4]=2[CH:3]=1.[C:22]([O:26][C:27]([CH3:30])([CH3:29])[CH3:28])(=[O:25])[CH:23]=[CH2:24].C(N(C(C)C)C(C)C)C.CC1C=CC=CC=1P(C1C=CC=CC=1C)C1C=CC=CC=1C. The catalyst is C(#N)CC.CN(C=O)C.CCOCC.CC([O-])=O.CC([O-])=O.[Pd+2]. The product is [C:27]([O:26][C:22](=[O:25])/[CH:23]=[CH:24]/[C:2]1[CH:21]=[N:20][C:5]2[NH:6][C:7](=[O:19])[CH2:8][N:9]([CH2:11][CH2:12][N:13]3[CH2:18][CH2:17][O:16][CH2:15][CH2:14]3)[CH2:10][C:4]=2[CH:3]=1)([CH3:30])([CH3:29])[CH3:28]. The yield is 0.440. (3) The reactants are C([O:3][C:4]([C:6]1[C:16]2=[C:17]3[C:12](=[CH:13][CH:14]=[CH:15]2)[CH2:11][CH2:10][CH2:9][N:8]3[CH:7]=1)=[O:5])C.[OH-].[Na+]. The catalyst is C(O)C.O. The product is [C:6]1([C:4]([OH:5])=[O:3])[C:16]2=[C:17]3[C:12](=[CH:13][CH:14]=[CH:15]2)[CH2:11][CH2:10][CH2:9][N:8]3[CH:7]=1. The yield is 0.850. (4) The reactants are [CH2:1]([S:4]([NH2:7])(=[O:6])=[O:5])[CH2:2][CH3:3].[H-].[Na+].[NH2:10][C:11]1[CH:18]=[CH:17][CH:16]=[C:15](F)[C:12]=1[C:13]#[N:14]. The catalyst is CN1CCCC1=O.CCOCC. The product is [NH2:10][C:11]1[C:12]([C:13]#[N:14])=[C:15]([NH:7][S:4]([CH2:1][CH2:2][CH3:3])(=[O:6])=[O:5])[CH:16]=[CH:17][CH:18]=1. The yield is 0.387. (5) The reactants are [OH:1][CH:2]([C:4]1[NH:9][C:8](=[O:10])[CH:7]=[CH:6][N:5]=1)[CH3:3]. The catalyst is ClC(Cl)C.[O-2].[O-2].[Mn+4]. The product is [C:2]([C:4]1[NH:9][C:8](=[O:10])[CH:7]=[CH:6][N:5]=1)(=[O:1])[CH3:3]. The yield is 0.326. (6) The reactants are [CH3:1][CH2:2][C:3]([C:5]1[CH:10]=[CH:9][C:8]([Cl:11])=[CH:7][C:6]=1[Cl:12])=O.[NH3:13].CO.[BH4-].[Na+].[NH4+].[OH-]. The catalyst is O.[Ti]. The product is [Cl:12][C:6]1[CH:7]=[C:8]([Cl:11])[CH:9]=[CH:10][C:5]=1[CH:3]([NH2:13])[CH2:2][CH3:1]. The yield is 0.440.